Dataset: Reaction yield outcomes from USPTO patents with 853,638 reactions. Task: Predict the reaction yield, written as a fraction of the theoretical maximum amount of product (1.0 means a 100% yield; for example, 0.34 means a 34% yield). (1) The reactants are [OH:1][C@H:2]1[C:11](=[O:12])[C:10]2[CH:9]=[CH:8][N:7]3[C:13]([CH3:19])=[C:14]([CH2:16][O:17][CH3:18])[N:15]=[C:6]3[C:5]=2[NH:4][C@@H:3]1[C:20]1[CH:25]=[CH:24][CH:23]=[CH:22][CH:21]=1.[BH4-].[Na+].[Cl-].[NH4+]. The catalyst is CO. The product is [OH:12][C@@H:11]1[C:10]2[CH:9]=[CH:8][N:7]3[C:13]([CH3:19])=[C:14]([CH2:16][O:17][CH3:18])[N:15]=[C:6]3[C:5]=2[NH:4][C@H:3]([C:20]2[CH:21]=[CH:22][CH:23]=[CH:24][CH:25]=2)[C@H:2]1[OH:1]. The yield is 0.780. (2) The reactants are [C:9](O[C:9]([O:11][C:12]([CH3:15])([CH3:14])[CH3:13])=[O:10])([O:11][C:12]([CH3:15])([CH3:14])[CH3:13])=[O:10].[Br:16][C:17]1[CH:22]=[C:21]([F:23])[CH:20]=[CH:19][C:18]=1[O:24][CH2:25][CH2:26][NH:27][CH2:28][CH2:29][NH:30][S:31]([C:34]1[C:35]2[CH:36]=[CH:37][N:38]=[CH:39][C:40]=2[CH:41]=[CH:42][CH:43]=1)(=[O:33])=[O:32]. The catalyst is C(Cl)Cl. The product is [C:12]([O:11][C:9](=[O:10])[N:27]([CH2:26][CH2:25][O:24][C:18]1[CH:19]=[CH:20][C:21]([F:23])=[CH:22][C:17]=1[Br:16])[CH2:28][CH2:29][NH:30][S:31]([C:34]1[C:35]2[CH:36]=[CH:37][N:38]=[CH:39][C:40]=2[CH:41]=[CH:42][CH:43]=1)(=[O:33])=[O:32])([CH3:13])([CH3:14])[CH3:15]. The yield is 0.720. (3) The reactants are C[Mg+].[Br-].CCO[CH2:7][CH3:8].ClC1[C:11]2[N:12]([CH:16]=[C:17]([C:19]3[CH:24]=[CH:23][C:22]([F:25])=[CH:21][CH:20]=3)[N:18]=2)[CH:13]=[CH:14][N:15]=1.C1COCC1. The catalyst is CN1C(=O)CCC1. The product is [F:25][C:22]1[CH:21]=[CH:20][C:19]([C:17]2[N:18]=[C:11]3[C:7]([CH3:8])=[N:15][CH:14]=[CH:13][N:12]3[CH:16]=2)=[CH:24][CH:23]=1. The yield is 1.00. (4) The reactants are C(N(CC)CC)C.[Cl:8][C:9]1[C:10]([N:15]2[CH2:20][CH2:19][N:18]([CH2:21][CH2:22][NH:23][CH3:24])[CH2:17][CH2:16]2)=[N:11][CH:12]=[CH:13][N:14]=1.Cl.[N:26]1[CH:31]=[CH:30][CH:29]=[C:28]([S:32](Cl)(=[O:34])=[O:33])[CH:27]=1. The catalyst is ClCCl.C(=O)(O)[O-].[Na+]. The product is [Cl:8][C:9]1[C:10]([N:15]2[CH2:16][CH2:17][N:18]([CH2:21][CH2:22][N:23]([CH3:24])[S:32]([C:28]3[CH:27]=[N:26][CH:31]=[CH:30][CH:29]=3)(=[O:34])=[O:33])[CH2:19][CH2:20]2)=[N:11][CH:12]=[CH:13][N:14]=1. The yield is 0.910. (5) The reactants are [OH-].[Na+].[Br:3][C:4]1[CH:16]=[CH:15][C:14]2[C:13]3[C:8](=[CH:9][CH:10]=[CH:11][CH:12]=3)[CH2:7][C:6]=2[CH:5]=1.Br[C:18]1[CH:30]=[C:29]2[C:21]([C:22]3C=CC([C:19]4[CH:18]=[CH:30][C:29]5[C:28]6C(=CC=CC=6)[C:22](CCCCCCCC)(CCCCCCCC)[C:21]=5[CH:20]=4)=CC=3[C:28]2(CCCCCCCC)CCCCCCCC)=[CH:20][CH:19]=1.O. The catalyst is C1(C)C=CC=CC=1.[Cl-].C([N+](CC)(CC)CC)C1C=CC=CC=1.C(Cl)Cl. The product is [Br:3][C:4]1[CH:16]=[CH:15][C:14]2[C:13]3[C:8]([C:7]4([CH:28]=[C:29]5[C:21]([CH:20]=[CH:19][CH:18]=[CH:30]5)=[CH:22]4)[C:6]=2[CH:5]=1)=[CH:9][CH:10]=[CH:11][CH:12]=3. The yield is 0.500. (6) The reactants are Br[C:2]1[CH:7]=[C:6]([C:8]2[C:9]([C:16]3[CH:21]=[CH:20][C:19]([F:22])=[CH:18][CH:17]=3)=[N:10][O:11][C:12]=2[CH2:13][O:14][CH3:15])[CH:5]=[CH:4][N:3]=1.[CH:23]1([NH2:29])[CH2:28][CH2:27][CH2:26][CH2:25][CH2:24]1.C1C=CC(P(C2C(C3C(P(C4C=CC=CC=4)C4C=CC=CC=4)=CC=C4C=3C=CC=C4)=C3C(C=CC=C3)=CC=2)C2C=CC=CC=2)=CC=1.CC([O-])(C)C.[Na+]. The catalyst is C1(C)C=CC=CC=1.C1C=CC(/C=C/C(/C=C/C2C=CC=CC=2)=O)=CC=1.C1C=CC(/C=C/C(/C=C/C2C=CC=CC=2)=O)=CC=1.C1C=CC(/C=C/C(/C=C/C2C=CC=CC=2)=O)=CC=1.[Pd].[Pd].O. The product is [CH:23]1([NH:29][C:2]2[CH:7]=[C:6]([C:8]3[C:9]([C:16]4[CH:21]=[CH:20][C:19]([F:22])=[CH:18][CH:17]=4)=[N:10][O:11][C:12]=3[CH2:13][O:14][CH3:15])[CH:5]=[CH:4][N:3]=2)[CH2:28][CH2:27][CH2:26][CH2:25][CH2:24]1. The yield is 0.440. (7) The reactants are [CH3:1][C:2]1[O:6][C:5]([C:7]2[CH:12]=[CH:11][CH:10]=[CH:9][CH:8]=2)=[N:4][C:3]=1[CH2:13][C:14]([OH:16])=O.C(Cl)(=O)C(Cl)=O.[NH2:23][C:24](=[N:30]O)[C:25]([O:27][CH2:28][CH3:29])=[O:26].C(N(CC)C(C)C)(C)C. The catalyst is ClCCl.N1C=CC=CC=1.CN(C=O)C. The product is [CH3:1][C:2]1[O:6][C:5]([C:7]2[CH:8]=[CH:9][CH:10]=[CH:11][CH:12]=2)=[N:4][C:3]=1[CH2:13][C:14]1[O:16][N:30]=[C:24]([C:25]([O:27][CH2:28][CH3:29])=[O:26])[N:23]=1. The yield is 0.130. (8) The reactants are Cl[C:2]1[C:3]2[S:10][C:9]3[CH:11]=[CH:12][CH:13]=[CH:14][C:8]=3[C:4]=2[N:5]=[CH:6][N:7]=1.[Cl:15][C:16]1[CH:21]=[CH:20][C:19](B(O)O)=[CH:18][CH:17]=1.C([O-])([O-])=O.[K+].[K+]. The catalyst is COCCOC.O.C1C=CC([P]([Pd]([P](C2C=CC=CC=2)(C2C=CC=CC=2)C2C=CC=CC=2)([P](C2C=CC=CC=2)(C2C=CC=CC=2)C2C=CC=CC=2)[P](C2C=CC=CC=2)(C2C=CC=CC=2)C2C=CC=CC=2)(C2C=CC=CC=2)C2C=CC=CC=2)=CC=1. The product is [Cl:15][C:16]1[CH:21]=[CH:20][C:19]([C:2]2[C:3]3[S:10][C:9]4[CH:11]=[CH:12][CH:13]=[CH:14][C:8]=4[C:4]=3[N:5]=[CH:6][N:7]=2)=[CH:18][CH:17]=1. The yield is 0.750.